This data is from Reaction yield outcomes from USPTO patents with 853,638 reactions. The task is: Predict the reaction yield, written as a fraction of the theoretical maximum amount of product (1.0 means a 100% yield; for example, 0.34 means a 34% yield). (1) The reactants are [C:1]([O:5][CH2:6][CH2:7][CH2:8][P:9](=[O:16])([O:13]CC)[O:10]CC)(=[O:4])[CH:2]=[CH2:3].[CH3:17][Si:18](Br)([CH3:20])[CH3:19]. The catalyst is C(Cl)Cl. The product is [C:1]([O:5][CH2:6][CH2:7][CH2:8][P:9](=[O:16])([O:13][Si:18]([CH3:20])([CH3:19])[CH3:17])[O:10][Si:18]([CH3:20])([CH3:19])[CH3:17])(=[O:4])[CH:2]=[CH2:3]. The yield is 0.990. (2) The reactants are [BH4-].[Na+].[Cl:3][C:4]1[CH:34]=[CH:33][C:7]([C:8]([C:10]2[CH:11]=[C:12]3[C:17](=[CH:18][CH:19]=2)[N:16]([CH3:20])[C:15](=[O:21])[CH:14]=[C:13]3[C:22]2[S:23][CH:24]=[C:25]([C:27]3[CH:32]=[CH:31][CH:30]=[CH:29][CH:28]=3)[N:26]=2)=[O:9])=[CH:6][CH:5]=1. The catalyst is CO.C1COCC1. The product is [Cl:3][C:4]1[CH:34]=[CH:33][C:7]([CH:8]([OH:9])[C:10]2[CH:11]=[C:12]3[C:17](=[CH:18][CH:19]=2)[N:16]([CH3:20])[C:15](=[O:21])[CH:14]=[C:13]3[C:22]2[S:23][CH:24]=[C:25]([C:27]3[CH:28]=[CH:29][CH:30]=[CH:31][CH:32]=3)[N:26]=2)=[CH:6][CH:5]=1. The yield is 0.720. (3) The reactants are [NH2:1][C:2]1[S:6][C:5]([S:7][CH3:8])=[N:4][C:3]=1[C:9]1[CH:14]=[CH:13][CH:12]=[CH:11][CH:10]=1.[OH:15]O. The catalyst is C(O)(=O)C. The product is [NH2:1][C:2]1[S:6][C:5]([S:7]([CH3:8])=[O:15])=[N:4][C:3]=1[C:9]1[CH:10]=[CH:11][CH:12]=[CH:13][CH:14]=1. The yield is 0.870. (4) The yield is 0.610. The product is [Br-:1].[Br:1][C:2]1[CH:3]=[C:4]([CH:5]=[CH:6][CH:7]=1)[NH:8][C:9]1[C:18]2[C:13](=[CH:14][CH:15]=[C:16]([NH:19][C:20](=[O:30])/[CH:21]=[CH:22]/[CH2:23][N+:24]3([CH2:42][C:35]4[N:34]([CH3:41])[CH:33]=[N:37][C:36]=4[N+:38]([O-:40])=[O:39])[CH2:25][CH2:26][CH2:27][CH2:28][CH2:29]3)[CH:17]=2)[N:12]=[CH:11][N:10]=1. The reactants are [Br:1][C:2]1[CH:3]=[C:4]([NH:8][C:9]2[C:18]3[C:13](=[CH:14][CH:15]=[C:16]([NH:19][C:20](=[O:30])/[CH:21]=[CH:22]/[CH2:23][N:24]4[CH2:29][CH2:28][CH2:27][CH2:26][CH2:25]4)[CH:17]=3)[N:12]=[CH:11][N:10]=2)[CH:5]=[CH:6][CH:7]=1.BrC[C:33]1[N:34]([CH3:41])[CH:35]=[C:36]([N+:38]([O-:40])=[O:39])[N:37]=1.[CH3:42]N1C(=O)CCC1. No catalyst specified. (5) The reactants are [F:1][C:2]1[CH:9]=[CH:8][C:5]([C:6]#[N:7])=[C:4]([SH:10])[CH:3]=1.[OH:11]S(O)(=O)=O.C([O-])(O)=O.[Na+]. No catalyst specified. The product is [F:1][C:2]1[CH:9]=[CH:8][C:5]2[C:6](=[O:11])[NH:7][S:10][C:4]=2[CH:3]=1. The yield is 0.570. (6) The reactants are [C:1]([O:5][C:6](=[O:20])[CH2:7][CH2:8][S:9][CH2:10][C:11]1[CH:12]=[C:13]([CH:17]=[CH:18][CH:19]=1)[C:14](O)=[O:15])([CH3:4])([CH3:3])[CH3:2].C(Cl)(=O)C([Cl:24])=O. The catalyst is ClCCl.CN(C)C=O. The product is [Cl:24][C:14]([C:13]1[CH:12]=[C:11]([CH:19]=[CH:18][CH:17]=1)[CH2:10][S:9][CH2:8][CH2:7][C:6]([O:5][C:1]([CH3:4])([CH3:3])[CH3:2])=[O:20])=[O:15]. The yield is 0.990. (7) The reactants are Cl[C:2]1[C:11]([CH:12]=[O:13])=[CH:10][C:9]2[C:4](=[C:5]([Cl:14])[CH:6]=[CH:7][CH:8]=2)[N:3]=1.C([Sn](CCCC)(CCCC)[C:20]1[CH:25]=[N:24][CH:23]=[CH:22][N:21]=1)CCC. The catalyst is O1CCOCC1.[Pd].C1(P(C2C=CC=CC=2)C2C=CC=CC=2)C=CC=CC=1.C1(P(C2C=CC=CC=2)C2C=CC=CC=2)C=CC=CC=1.C1(P(C2C=CC=CC=2)C2C=CC=CC=2)C=CC=CC=1.C1(P(C2C=CC=CC=2)C2C=CC=CC=2)C=CC=CC=1. The product is [Cl:14][C:5]1[CH:6]=[CH:7][CH:8]=[C:9]2[C:4]=1[N:3]=[C:2]([C:20]1[CH:25]=[N:24][CH:23]=[CH:22][N:21]=1)[C:11]([CH:12]=[O:13])=[CH:10]2. The yield is 0.990. (8) The reactants are [Br:1][C:2]1[C:3]([CH3:9])=[C:4]([CH:6]=[CH:7][CH:8]=1)[NH2:5].[CH3:10][O:11][C:12]1[C:17]2[NH:18]C(=O)[O:20][C:21](=O)[C:16]=2[CH:15]=[CH:14][CH:13]=1.C[Al](C)C.Cl. The catalyst is C1(C)C=CC=CC=1. The product is [NH2:18][C:17]1[C:12]([O:11][CH3:10])=[CH:13][CH:14]=[CH:15][C:16]=1[C:21]([NH:5][C:4]1[CH:6]=[CH:7][CH:8]=[C:2]([Br:1])[C:3]=1[CH3:9])=[O:20]. The yield is 0.350. (9) The reactants are [NH2:1][C:2]1[CH:15]=[CH:14][C:13]([Cl:16])=[CH:12][C:3]=1[C:4]([C:6]1[CH:11]=[CH:10][CH:9]=[CH:8][CH:7]=1)=[O:5].[C:17](N1C=CN=C1)([N:19]1[CH:23]=[CH:22][N:21]=[CH:20]1)=[O:18]. The catalyst is C(Cl)Cl. The product is [C:4]([C:3]1[CH:12]=[C:13]([Cl:16])[CH:14]=[CH:15][C:2]=1[NH:1][C:17]([N:19]1[CH:23]=[CH:22][N:21]=[CH:20]1)=[O:18])(=[O:5])[C:6]1[CH:7]=[CH:8][CH:9]=[CH:10][CH:11]=1. The yield is 0.699. (10) The reactants are [C:1]1([O:7][CH3:8])[CH:6]=[CH:5][CH:4]=[CH:3][CH:2]=1.CC([O-])(C)C.[K+].[SiH:15]([CH2:20][CH3:21])([CH2:18][CH3:19])[CH2:16][CH3:17]. The catalyst is O1CCCC1. The product is [CH2:16]([Si:15]([CH2:20][CH3:21])([CH2:18][CH3:19])[C:2]1[CH:3]=[CH:4][CH:5]=[CH:6][C:1]=1[O:7][CH3:8])[CH3:17]. The yield is 0.540.